This data is from Forward reaction prediction with 1.9M reactions from USPTO patents (1976-2016). The task is: Predict the product of the given reaction. (1) Given the reactants C1(S([N:10]2[C:14]3=[N:15][CH:16]=[C:17]([C:19]4[C:23]([C:24]5[CH:29]=[CH:28][N:27]=[C:26]([NH:30][CH2:31][C@@H:32]([OH:34])[CH3:33])[N:25]=5)=[CH:22][N:21]([CH2:35][C:36]#[N:37])[N:20]=4)[CH:18]=[C:13]3[CH:12]=[CH:11]2)(=O)=O)C=CC=CC=1.[OH-].[Na+], predict the reaction product. The product is: [OH:34][C@@H:32]([CH3:33])[CH2:31][NH:30][C:26]1[N:25]=[C:24]([C:23]2[C:19]([C:17]3[CH:18]=[C:13]4[CH:12]=[CH:11][NH:10][C:14]4=[N:15][CH:16]=3)=[N:20][N:21]([CH2:35][C:36]#[N:37])[CH:22]=2)[CH:29]=[CH:28][N:27]=1. (2) Given the reactants [CH:1]1([CH2:6][CH:7]([N:11]2[C:19]3[C:14](=[CH:15][C:16]([O:20][CH3:21])=[CH:17][CH:18]=3)[C:13](=[O:22])[C:12]2=[O:23])[C:8]([OH:10])=O)[CH2:5][CH2:4][CH2:3][CH2:2]1.[CH3:24][N:25]1[CH:29]=[CH:28][C:27]([NH2:30])=[N:26]1.C(N(CC)C(C)C)(C)C.F[P-](F)(F)(F)(F)F.N1(O[P+](N(C)C)(N(C)C)N(C)C)C2C=CC=CC=2N=N1, predict the reaction product. The product is: [CH:1]1([CH2:6][CH:7]([N:11]2[C:19]3[C:14](=[CH:15][C:16]([O:20][CH3:21])=[CH:17][CH:18]=3)[C:13](=[O:22])[C:12]2=[O:23])[C:8]([NH:30][C:27]2[CH:28]=[CH:29][N:25]([CH3:24])[N:26]=2)=[O:10])[CH2:2][CH2:3][CH2:4][CH2:5]1. (3) The product is: [NH2:19][C:10]([C:12]1[CH:17]=[CH:16][CH:15]=[C:14]([Br:18])[CH:13]=1)([CH3:11])[CH2:9][OH:8]. Given the reactants [H-].[Al+3].[Li+].[H-].[H-].[H-].C[O:8][C:9](=O)[C:10]([NH2:19])([C:12]1[CH:17]=[CH:16][CH:15]=[C:14]([Br:18])[CH:13]=1)[CH3:11].[O-]S([O-])(=O)=O.[Na+].[Na+].[H][H], predict the reaction product. (4) Given the reactants O1CCCCC1[O:7][CH2:8][CH2:9][N:10]1[CH:14]=[C:13]([C:15]2[N:20]=[C:19]3[N:21]([CH2:24][C:25]4[CH:26]=[C:27]5[C:32](=[CH:33][CH:34]=4)[N:31]=[CH:30][CH:29]=[CH:28]5)[N:22]=[N:23][C:18]3=[N:17][CH:16]=2)[CH:12]=[N:11]1.O1CCOCC1.Cl, predict the reaction product. The product is: [N:31]1[C:32]2[C:27](=[CH:26][C:25]([CH2:24][N:21]3[C:19]4[C:18](=[N:17][CH:16]=[C:15]([C:13]5[CH:12]=[N:11][N:10]([CH2:9][CH2:8][OH:7])[CH:14]=5)[N:20]=4)[N:23]=[N:22]3)=[CH:34][CH:33]=2)[CH:28]=[CH:29][CH:30]=1.